This data is from Tyrosyl-DNA phosphodiesterase HTS with 341,365 compounds. The task is: Binary Classification. Given a drug SMILES string, predict its activity (active/inactive) in a high-throughput screening assay against a specified biological target. (1) The drug is O=c1n2Cc3c(nc4c(c3C)cccc4)c2ccc1. The result is 0 (inactive). (2) The molecule is Brc1ccc(NC(=O)c2cc(S(=O)(=O)NC3CCCC3)ccc2F)cc1. The result is 0 (inactive). (3) The drug is O=C/1N(C(=O)N(C(=O)C1=C(/NCCN1CCCCC1)CC)C)C. The result is 0 (inactive). (4) The compound is O(c1cc(CN(CC(=O)NC(=O)NCc2ccccc2)C)ccc1OC)C. The result is 0 (inactive). (5) The compound is O=C(NC1CCCC1)C1(N(CCC=2CCCCC2)C(=O)CC1)C. The result is 0 (inactive). (6) The compound is o1nc(c(C(=O)n2nnc3c2cccc3)c1C)c1ccccc1. The result is 0 (inactive). (7) The drug is [O-][N+](=O)c1c(N2CC(CCC2)C)ccc(NC(=O)C)c1. The result is 0 (inactive). (8) The result is 0 (inactive). The compound is Clc1cc(c2oc(nn2)c2noc(c2)C)ccc1. (9) The molecule is S(CCN1CCCCC1)c1n(CCc2cc(OC)c(OC)cc2)c(=O)c2c(n1)cccc2. The result is 0 (inactive). (10) The molecule is S(Cc1[nH]c(/N=C(\Nc2c(cc(cc2)C)C)N)nc(=O)c1)c1ncccc1. The result is 0 (inactive).